Task: Regression/Classification. Given a drug SMILES string, predict its absorption, distribution, metabolism, or excretion properties. Task type varies by dataset: regression for continuous measurements (e.g., permeability, clearance, half-life) or binary classification for categorical outcomes (e.g., BBB penetration, CYP inhibition). For this dataset (half_life_obach), we predict log10(half-life) (log10 of half-life in hours).. Dataset: Drug half-life prediction data from Obach et al. (1) The log10(half-life) is 0.760. The molecule is CCC1CN2CCC1CC2[C@@H](O)c1ccnc2ccc(OC)cc12. (2) The molecule is NCCCCCC(=O)O. The log10(half-life) is 0.690. (3) The compound is C=CC[C@@H]1/C=C(\C)C[C@H](C)C[C@H](OC)[C@H]2O[C@@](O)(C(=O)C(=O)N3CCCC[C@H]3C(=O)O[C@H](/C(C)=C/[C@@H]3CC[C@@H](O)[C@H](OC)C3)[C@H](C)[C@@H](O)CC1=O)[C@H](C)C[C@@H]2OC. The log10(half-life) is 1.41. (4) The compound is Oc1ccc2c3c1O[C@H]1[C@@H](O)CC[C@@]4(O)[C@@H](C2)N(CC2CCC2)CC[C@]314. The log10(half-life) is 0.570. (5) The molecule is CN(C)[C@@H]1C(O)=C(C(=O)NCN2CCCC2)C(=O)[C@@]2(O)C(O)=C3C(=O)c4c(O)cccc4[C@@](C)(O)[C@H]3C[C@@H]12. The log10(half-life) is 0.940. (6) The molecule is CC(C)(C)NC(=O)[C@H]1CC[C@H]2[C@@H]3CC=C4C=C(C(=O)O)CC[C@]4(C)[C@H]3CC[C@]12C. The log10(half-life) is 1.43. (7) The molecule is COc1cc(NCc2ccc3nc(N)nc(N)c3c2C)cc(OC)c1OC. The log10(half-life) is 1.23. (8) The molecule is C#CCN(C)[C@H](C)Cc1ccccc1. The log10(half-life) is 0.110.